This data is from NCI-60 drug combinations with 297,098 pairs across 59 cell lines. The task is: Regression. Given two drug SMILES strings and cell line genomic features, predict the synergy score measuring deviation from expected non-interaction effect. (1) Drug 1: CC1=C(C=C(C=C1)NC(=O)C2=CC=C(C=C2)CN3CCN(CC3)C)NC4=NC=CC(=N4)C5=CN=CC=C5. Drug 2: N.N.Cl[Pt+2]Cl. Cell line: OVCAR-8. Synergy scores: CSS=16.8, Synergy_ZIP=-9.38, Synergy_Bliss=1.08, Synergy_Loewe=-9.24, Synergy_HSA=0.212. (2) Drug 1: CN(CCCl)CCCl.Cl. Drug 2: B(C(CC(C)C)NC(=O)C(CC1=CC=CC=C1)NC(=O)C2=NC=CN=C2)(O)O. Cell line: RXF 393. Synergy scores: CSS=15.0, Synergy_ZIP=-1.82, Synergy_Bliss=-3.47, Synergy_Loewe=-31.8, Synergy_HSA=-5.99. (3) Drug 1: C1CN1P(=S)(N2CC2)N3CC3. Drug 2: C1C(C(OC1N2C=NC3=C(N=C(N=C32)Cl)N)CO)O. Cell line: SN12C. Synergy scores: CSS=64.0, Synergy_ZIP=-6.10, Synergy_Bliss=-3.25, Synergy_Loewe=-1.04, Synergy_HSA=1.63. (4) Drug 1: CC1CCCC2(C(O2)CC(NC(=O)CC(C(C(=O)C(C1O)C)(C)C)O)C(=CC3=CSC(=N3)C)C)C. Drug 2: N.N.Cl[Pt+2]Cl. Cell line: SN12C. Synergy scores: CSS=53.8, Synergy_ZIP=-7.43, Synergy_Bliss=-5.82, Synergy_Loewe=-0.404, Synergy_HSA=1.73. (5) Drug 1: C1CCC(CC1)NC(=O)N(CCCl)N=O. Drug 2: CC1=C(N=C(N=C1N)C(CC(=O)N)NCC(C(=O)N)N)C(=O)NC(C(C2=CN=CN2)OC3C(C(C(C(O3)CO)O)O)OC4C(C(C(C(O4)CO)O)OC(=O)N)O)C(=O)NC(C)C(C(C)C(=O)NC(C(C)O)C(=O)NCCC5=NC(=CS5)C6=NC(=CS6)C(=O)NCCC[S+](C)C)O. Cell line: OVCAR-5. Synergy scores: CSS=7.29, Synergy_ZIP=-3.58, Synergy_Bliss=2.41, Synergy_Loewe=-1.33, Synergy_HSA=1.89. (6) Drug 1: COC1=C(C=C2C(=C1)N=CN=C2NC3=CC(=C(C=C3)F)Cl)OCCCN4CCOCC4. Drug 2: C1=NC(=NC(=O)N1C2C(C(C(O2)CO)O)O)N. Cell line: A498. Synergy scores: CSS=33.1, Synergy_ZIP=-2.98, Synergy_Bliss=1.03, Synergy_Loewe=1.79, Synergy_HSA=3.04. (7) Drug 1: C1=CC(=CC=C1CCCC(=O)O)N(CCCl)CCCl. Drug 2: B(C(CC(C)C)NC(=O)C(CC1=CC=CC=C1)NC(=O)C2=NC=CN=C2)(O)O. Cell line: PC-3. Synergy scores: CSS=10.5, Synergy_ZIP=-1.27, Synergy_Bliss=-7.51, Synergy_Loewe=-6.38, Synergy_HSA=-6.40. (8) Drug 1: CC1=CC=C(C=C1)C2=CC(=NN2C3=CC=C(C=C3)S(=O)(=O)N)C(F)(F)F. Drug 2: CC1CCCC2(C(O2)CC(NC(=O)CC(C(C(=O)C(C1O)C)(C)C)O)C(=CC3=CSC(=N3)C)C)C. Cell line: SK-MEL-28. Synergy scores: CSS=32.9, Synergy_ZIP=6.74, Synergy_Bliss=6.33, Synergy_Loewe=-21.6, Synergy_HSA=3.18.